From a dataset of Experimentally validated miRNA-target interactions with 360,000+ pairs, plus equal number of negative samples. Binary Classification. Given a miRNA mature sequence and a target amino acid sequence, predict their likelihood of interaction. (1) The miRNA is hsa-miR-3613-3p with sequence ACAAAAAAAAAAGCCCAACCCUUC. Result: 1 (interaction). The protein sequence of the target gene is MSAETPITLNIDPQDLQVQTFTVEKLLEPLIIQVTTLVNCPQNPSSRKKGRSKRASVLLASVEEATWNLLDKGEKIAQEATVLKDELTASLEEVRKESEALKVSAERFTDDPCFLPKREAVVQAARALLAAVTRLLILADMIDVMCLLQHVSAFQRTFESLKNVANKSDLQKTYQKLGKELENLDYLAFKRQQDLKSPNQRDEIAGARASLKENSPLLHSICSACLEHSDVASLKASKDTVCEEIQNALNVISNASQGIQNMTTPPEPQAATLGSALDELENLIVLNPLTVTEEEIRPSL.... (2) The protein sequence of the target gene is MEIGSAGPIGAQPLFIVPRRPGYGTMGKPIKLLANCFQVEIPKIDVYLYEVDIKPDKCPRRVNREVVDSMVQHFKVTIFGDRRPVYDGKRSLYTANPLPVATTGVDLDVTLPGEGGKDRPFKVSVKFVSRVSWHLLHEALAGGTLPEPLELDKPVSTNPVHAVDVVLRHLPSMKYTPVGRSFFSAPEGYDHPLGGGREVWFGFHQSVRPAMWKMMLNIDVSATAFYKAQPVIQFMCEVLDIHNIDEQPRPLTDSHRVKFTKEIKGLKVEVTHCGTMRRKYRVCNVTRRPASHQTFPLQLE.... Result: 0 (no interaction). The miRNA is hsa-miR-5588-5p with sequence ACUGGCAUUAGUGGGACUUUU.